Task: Predict the product of the given reaction.. Dataset: Forward reaction prediction with 1.9M reactions from USPTO patents (1976-2016) (1) Given the reactants [C:1]([O:4][C@@H:5]1[C@@H:13]([C@@:14]2([CH3:28])[CH2:19][CH2:18][C@H:17]([O:20][C:21](=[O:23])[CH3:22])[CH2:16][C@@H:15]2[CH2:24][CH2:25][C:26]#[N:27])[CH2:12][CH2:11][C@@:10]2([CH3:29])[C@H:6]1[CH2:7][CH2:8][C:9]2=[CH2:30])(=[O:3])[CH3:2].OO.CO.C1C[O:38]CC1, predict the reaction product. The product is: [C:1]([O:4][C@@H:5]1[C@@H:13]([C@@:14]2([CH3:28])[CH2:19][CH2:18][C@H:17]([O:20][C:21](=[O:23])[CH3:22])[CH2:16][C@@H:15]2[CH2:24][CH2:25][C:26]([NH2:27])=[O:38])[CH2:12][CH2:11][C@@:10]2([CH3:29])[C@H:6]1[CH2:7][CH2:8][C:9]2=[CH2:30])(=[O:3])[CH3:2]. (2) Given the reactants [C:1]1(=[O:7])[O:6][C:4](=[O:5])[CH:3]=[CH:2]1.[C:8]([O-:12])(=[O:11])[CH:9]=[CH2:10], predict the reaction product. The product is: [C:1]([O:6][C:4](=[O:5])[CH:3]=[CH2:2])(=[O:7])/[CH:10]=[CH:9]\[C:8]([OH:12])=[O:11]. (3) Given the reactants [NH2:1][C:2]1[C:3](=[O:11])[N:4]([CH3:10])[C:5](=[O:9])[N:6]([CH3:8])[CH:7]=1.ClCCl.[CH2:15](Br)[C:16]#[CH:17], predict the reaction product. The product is: [CH3:8][N:6]1[CH:7]=[C:2]([NH:1][CH2:17][C:16]#[CH:15])[C:3](=[O:11])[N:4]([CH3:10])[C:5]1=[O:9]. (4) Given the reactants Br[C:2]1[CH:9]=[CH:8][C:5]([C:6]#[N:7])=[C:4]([O:10][CH3:11])[CH:3]=1.[NH2:12][C@H:13]1[CH2:18][CH2:17][C@H:16]([NH:19][C:20](=[O:26])[O:21][C:22]([CH3:25])([CH3:24])[CH3:23])[CH2:15][CH2:14]1.CC(C)([O-])C.[Na+], predict the reaction product. The product is: [C:6]([C:5]1[CH:8]=[CH:9][C:2]([NH:12][C@H:13]2[CH2:18][CH2:17][C@H:16]([NH:19][C:20](=[O:26])[O:21][C:22]([CH3:24])([CH3:23])[CH3:25])[CH2:15][CH2:14]2)=[CH:3][C:4]=1[O:10][CH3:11])#[N:7]. (5) Given the reactants C(=O)C(C)C.[CH2:6]1[C:14]2[C:9](=[CH:10][C:11]([NH:15][C:16]([N:18]3[CH2:26][C:25]4[C:20](=[CH:21][CH:22]=[CH:23][CH:24]=4)[CH2:19]3)=[O:17])=[CH:12][CH:13]=2)[CH2:8][NH:7]1.N1C[CH:31]=[C:30]([C:33]2C=CC(NC(N3CC4C(=CC=CC=4)C3)=O)=CC=2)[CH2:29][CH2:28]1, predict the reaction product. The product is: [CH3:31][CH:30]([CH3:33])[CH2:29][CH2:28][N:7]1[CH2:8][C:9]2[C:14](=[CH:13][CH:12]=[C:11]([NH:15][C:16]([N:18]3[CH2:26][C:25]4[C:20](=[CH:21][CH:22]=[CH:23][CH:24]=4)[CH2:19]3)=[O:17])[CH:10]=2)[CH2:6]1. (6) Given the reactants [F:1][C:2]1[CH:7]=[CH:6][CH:5]=[CH:4][C:3]=1[CH2:8][O:9][C:10]1[CH:15]=[CH:14][C:13]([C@@H:16]2[N:20]([C:21]([O:23][C:24]([CH3:27])([CH3:26])[CH3:25])=[O:22])[C@H:19]([C:28]([O:30][CH3:31])=[O:29])[CH2:18][CH2:17]2)=[CH:12][C:11]=1[O:32][CH3:33].[Li+].C[Si]([N-][Si](C)(C)C)(C)C.[CH:44](OCC)=[O:45].[BH4-].[Na+], predict the reaction product. The product is: [F:1][C:2]1[CH:7]=[CH:6][CH:5]=[CH:4][C:3]=1[CH2:8][O:9][C:10]1[CH:15]=[CH:14][C:13]([C@@H:16]2[N:20]([C:21]([O:23][C:24]([CH3:27])([CH3:26])[CH3:25])=[O:22])[C@:19]([CH2:44][OH:45])([C:28]([O:30][CH3:31])=[O:29])[CH2:18][CH2:17]2)=[CH:12][C:11]=1[O:32][CH3:33]. (7) The product is: [CH3:15][C:6]1[C:7]([NH:10][S:11]([CH3:14])(=[O:13])=[O:12])=[CH:8][N:9]=[C:4]([C@H:2]([NH:1][C:44]([C:39]2[CH:38]=[CH:37][C:36]3[C:41](=[CH:42][CH:43]=[C:34]([C:33]([F:32])([F:47])[F:48])[CH:35]=3)[CH:40]=2)=[O:45])[CH3:3])[CH:5]=1. Given the reactants [NH2:1][C@@H:2]([C:4]1[N:9]=[CH:8][C:7]([NH:10][S:11]([CH3:14])(=[O:13])=[O:12])=[C:6]([CH3:15])[CH:5]=1)[CH3:3].Cl.N[C@@H](C1N=C(C)C(NS(C)(=O)=O)=CC=1)C.[F:32][C:33]([F:48])([F:47])[C:34]1[CH:35]=[C:36]2[C:41](=[CH:42][CH:43]=1)[CH:40]=[C:39]([C:44](O)=[O:45])[CH:38]=[CH:37]2.CN(C(ON1N=NC2C=CC=CC1=2)=[N+](C)C)C.F[P-](F)(F)(F)(F)F.C(N(CC)CC)C, predict the reaction product. (8) Given the reactants [OH:1][C:2]1[C:7]2[N:8]=[C:9]([NH:11][C:12](=[O:14])[CH3:13])[S:10][C:6]=2[CH:5]=[CH:4][CH:3]=1.[H-].[Na+].[C:17]([O:21][C:22](=[O:41])[NH:23][C:24]1[CH:29]=[C:28]([C:30]([F:33])([F:32])[F:31])[CH:27]=[CH:26][C:25]=1[C:34]1[CH:39]=[C:38](Cl)[N:37]=[CH:36][N:35]=1)([CH3:20])([CH3:19])[CH3:18], predict the reaction product. The product is: [C:17]([O:21][C:22](=[O:41])[NH:23][C:24]1[CH:29]=[C:28]([C:30]([F:32])([F:31])[F:33])[CH:27]=[CH:26][C:25]=1[C:34]1[CH:39]=[C:38]([O:1][C:2]2[C:7]3[N:8]=[C:9]([NH:11][C:12](=[O:14])[CH3:13])[S:10][C:6]=3[CH:5]=[CH:4][CH:3]=2)[N:37]=[CH:36][N:35]=1)([CH3:20])([CH3:18])[CH3:19]. (9) Given the reactants [CH3:1][S:2][C:3]1[CH:8]=[CH:7][C:6]([CH2:9][C:10]([O-:12])=[O:11])=[CH:5][CH:4]=1.ClC1[N:19]=[C:18]([CH3:20])[C:17]([CH:21]=[O:22])=[CH:16][CH:15]=1.[C:23]([O-])([O-])=O.[K+].[K+], predict the reaction product. The product is: [CH3:23][O:11][C:10](=[O:12])[CH2:9][C:6]1[CH:5]=[CH:4][C:3]([S:2][C:1]2[CH:15]=[CH:16][C:17]([CH:21]=[O:22])=[C:18]([CH3:20])[N:19]=2)=[CH:8][CH:7]=1.